This data is from Catalyst prediction with 721,799 reactions and 888 catalyst types from USPTO. The task is: Predict which catalyst facilitates the given reaction. (1) Reactant: [Cl:1][C:2]1[C:3]([O:13][CH3:14])=[CH:4][C:5]([OH:12])=[C:6]([NH:8][C:9](=[O:11])[CH3:10])[CH:7]=1.C(=O)([O-])[O-].[Cs+].[Cs+].[N+](C1C=C(S(O[CH2:34][C@@H:35]2[CH2:37][O:36]2)(=O)=O)C=CC=1)([O-])=O. Product: [Cl:1][C:2]1[C:3]([O:13][CH3:14])=[CH:4][C:5]([O:12][CH2:34][C@@H:35]2[CH2:37][O:36]2)=[C:6]([NH:8][C:9](=[O:11])[CH3:10])[CH:7]=1. The catalyst class is: 60. (2) Reactant: [CH3:1][N:2]([CH2:4][CH3:5])[CH3:3].[S:6]([O:10]C)([O:8][CH3:9])=[O:7]. Product: [CH3:9][O:8][S:6]([O-:10])=[O:7].[CH3:1][N+:2]([CH3:9])([CH3:3])[CH2:4][CH3:5].[CH3:1][S:6]([O-:10])(=[O:8])=[O:7].[CH3:1][N+:2]([CH3:9])([CH3:3])[CH2:4][CH3:5]. The catalyst class is: 194. (3) Reactant: [OH:1][C:2]1[CH:3]=[C:4]([C:8](=[O:13])[CH2:9][CH2:10][CH2:11][CH3:12])[CH:5]=[CH:6][CH:7]=1.C([O-])([O-])=O.[K+].[K+].Br[CH2:21][C:22]([O:24][CH2:25][CH3:26])=[O:23]. Product: [C:8]([C:4]1[CH:3]=[C:2]([O:1][CH2:21][C:22]([O:24][CH2:25][CH3:26])=[O:23])[CH:7]=[CH:6][CH:5]=1)(=[O:13])[CH2:9][CH2:10][CH2:11][CH3:12]. The catalyst class is: 21. (4) Reactant: [CH:1]1([C:4]#[C:5][C:6]2[CH:11]=[CH:10][CH:9]=[CH:8][C:7]=2[S:12][C:13]([F:16])([F:15])[F:14])[CH2:3][CH2:2]1.C(Cl)Cl.[F:20][C:21]([F:27])([F:26])[S:22]([OH:25])(=[O:24])=[O:23].CCOCC. Product: [O-:25][S:22]([C:21]([F:27])([F:26])[F:20])(=[O:24])=[O:23].[CH:1]1([C:4]2[S+:12]([C:13]([F:16])([F:14])[F:15])[C:7]3[CH:8]=[CH:9][CH:10]=[CH:11][C:6]=3[CH:5]=2)[CH2:3][CH2:2]1. The catalyst class is: 10. (5) Product: [NH2:59][CH2:58][CH2:57][CH2:56][CH2:55][NH:54][C:9]([C@@H:10]([NH:11][C:12]([CH2:70][CH2:71][CH2:72][C:73]([OH:75])=[O:74])=[O:14])[CH2:29][C:30]1[CH:31]=[CH:32][CH:33]=[CH:34][CH:35]=1)=[O:36]. The catalyst class is: 396. Reactant: FC1C(O[C:9](=[O:36])[C@H:10]([CH2:29][C:30]2[CH:35]=[CH:34][CH:33]=[CH:32][CH:31]=2)[NH:11][C:12]([O:14]CC2C3C(=CC=CC=3)C3C2=CC=CC=3)=O)=C(F)C(F)=C(F)C=1F.C(N(CC)CC)C.C(OC(=O)[NH:54][CH2:55][CH2:56][CH2:57][CH2:58][NH2:59])(C)(C)C.NCC1CCNCC1.C1(=O)[O:75][C:73](=[O:74])[CH2:72][CH2:71][CH2:70]1. (6) Reactant: [CH:1]1([C:7]([C:9]2[O:10][C:11]3[CH:18]=[CH:17][C:16]([N:19]4[CH2:24][CH2:23][S:22][CH2:21][CH2:20]4)=[CH:15][C:12]=3[C:13]=2[CH3:14])=[O:8])[CH2:6][CH2:5][CH2:4][CH2:3][CH2:2]1.[BH4-].[Na+]. Product: [CH:1]1([CH:7]([C:9]2[O:10][C:11]3[CH:18]=[CH:17][C:16]([N:19]4[CH2:24][CH2:23][S:22][CH2:21][CH2:20]4)=[CH:15][C:12]=3[C:13]=2[CH3:14])[OH:8])[CH2:6][CH2:5][CH2:4][CH2:3][CH2:2]1. The catalyst class is: 83. (7) Reactant: [NH2:1][C:2]1[S:3][CH:4]=[CH:5][C:6]=1[C:7]#[N:8].[CH2:9]([O:12][C:13](OCCC)(OCCC)[O:14][CH2:15][CH2:16][CH3:17])[CH2:10][CH3:11]. Product: [C:7]([C:6]1[CH:5]=[CH:4][S:3][C:2]=1[N:1]=[C:13]([O:14][CH2:15][CH2:16][CH3:17])[O:12][CH2:9][CH2:10][CH3:11])#[N:8]. The catalyst class is: 259.